Dataset: Forward reaction prediction with 1.9M reactions from USPTO patents (1976-2016). Task: Predict the product of the given reaction. (1) The product is: [CH3:32][O:33][N:34]=[C:15]([C:12]1[CH:13]=[CH:14][C:9]([O:8][CH2:7][CH2:6][CH2:5][O:4][C:3]2[C:2]([Cl:1])=[CH:23][C:22]([O:24][CH2:25][CH:26]=[C:27]([Cl:29])[Cl:28])=[CH:21][C:20]=2[Cl:30])=[CH:10][CH:11]=1)[CH2:16][O:17][CH3:18]. Given the reactants [Cl:1][C:2]1[CH:23]=[C:22]([O:24][CH2:25][CH:26]=[C:27]([Cl:29])[Cl:28])[CH:21]=[C:20]([Cl:30])[C:3]=1[O:4][CH2:5][CH2:6][CH2:7][O:8][C:9]1[CH:14]=[CH:13][C:12]([C:15](=O)[CH2:16][O:17][CH3:18])=[CH:11][CH:10]=1.Cl.[CH3:32][O:33][NH2:34].C([O-])(=O)C.[Na+].O, predict the reaction product. (2) Given the reactants [C:1]([O-:4])(=O)[CH3:2].[NH4+:5].[CH3:6][C:7]1[N:8]([CH2:25][CH2:26][NH:27]C(=O)OC(C)(C)C)[C:9]2[C:14]([CH3:15])=[C:13]([CH3:16])[N:12]=[C:11](OC3C=CC=CC=3)[C:10]=2[N:24]=1.[ClH:35], predict the reaction product. The product is: [ClH:35].[NH2:5][C:11]1[C:10]2[N:24]=[C:7]([CH3:6])[N:8]([CH2:25][CH2:26][NH:27][C:1](=[O:4])[CH3:2])[C:9]=2[C:14]([CH3:15])=[C:13]([CH3:16])[N:12]=1. (3) Given the reactants [C:1]([O:5][C:6]([N:8]1[CH2:26][CH2:25][N:11]2[C:12]3[CH:13]=[CH:14][CH:15]=[CH:16][C:17]=3[C:18]([C:19](=[O:24])C(F)(F)F)=[C:10]2[CH2:9]1)=[O:7])([CH3:4])([CH3:3])[CH3:2].[H-].[Na+].[OH2:29], predict the reaction product. The product is: [C:1]([O:5][C:6]([N:8]1[CH2:26][CH2:25][N:11]2[C:12]3[CH:13]=[CH:14][CH:15]=[CH:16][C:17]=3[C:18]([C:19]([OH:24])=[O:29])=[C:10]2[CH2:9]1)=[O:7])([CH3:2])([CH3:3])[CH3:4]. (4) Given the reactants [C:1]1([N:7]2[C:19](=[O:20])[C:10]3=[CH:11][NH:12][C:13]4[CH:14]=[CH:15][CH:16]=[CH:17][C:18]=4[C:9]3=[N:8]2)[CH:6]=[CH:5][CH:4]=[CH:3][CH:2]=1.ClC1C2C(=CC=C([C:32]([F:35])([F:34])[F:33])C=2)N=CC=1C(OCC)=O.C1(NN)C=CC=CC=1, predict the reaction product. The product is: [C:1]1([N:7]2[C:19](=[O:20])[C:10]3=[CH:11][NH:12][C:13]4[CH:14]=[CH:15][C:16]([C:32]([F:35])([F:34])[F:33])=[CH:17][C:18]=4[C:9]3=[N:8]2)[CH:2]=[CH:3][CH:4]=[CH:5][CH:6]=1. (5) Given the reactants [CH3:1][O:2][C:3](=[O:24])[CH:4]([C:9]1[CH:14]=[CH:13][C:12]([N+:15]([O-])=O)=[C:11]([C:18]2[CH2:23][CH2:22][CH2:21][CH2:20][CH:19]=2)[CH:10]=1)[C:5]([O:7][CH3:8])=[O:6].[NH4+].[Cl-].O, predict the reaction product. The product is: [CH3:1][O:2][C:3](=[O:24])[CH:4]([C:9]1[CH:14]=[CH:13][C:12]([NH2:15])=[C:11]([C:18]2[CH2:23][CH2:22][CH2:21][CH2:20][CH:19]=2)[CH:10]=1)[C:5]([O:7][CH3:8])=[O:6].